This data is from Peptide-MHC class II binding affinity with 134,281 pairs from IEDB. The task is: Regression. Given a peptide amino acid sequence and an MHC pseudo amino acid sequence, predict their binding affinity value. This is MHC class II binding data. (1) The MHC is DRB1_0401 with pseudo-sequence DRB1_0401. The peptide sequence is RFHFDMNIEVISMYSQNGKI. The binding affinity (normalized) is 0.601. (2) The peptide sequence is FVAAAKYMVIQGEPG. The MHC is DRB1_0401 with pseudo-sequence DRB1_0401. The binding affinity (normalized) is 0.380. (3) The MHC is DRB3_0101 with pseudo-sequence DRB3_0101. The binding affinity (normalized) is 0.196. The peptide sequence is NKICTSKGDSARVTV. (4) The peptide sequence is FTDASTVASAQIH. The MHC is DRB1_0401 with pseudo-sequence DRB1_0401. The binding affinity (normalized) is 0.226. (5) The peptide sequence is ASRELERFALNPSLL. The MHC is DRB1_1302 with pseudo-sequence DRB1_1302. The binding affinity (normalized) is 0.462. (6) The peptide sequence is NYSLSAAVKAGATLL. The binding affinity (normalized) is 0. The MHC is DRB3_0101 with pseudo-sequence DRB3_0101.